This data is from Full USPTO retrosynthesis dataset with 1.9M reactions from patents (1976-2016). The task is: Predict the reactants needed to synthesize the given product. (1) Given the product [OH:25][CH2:24][C:23]1[CH:28]=[CH:29][CH:30]=[CH:31][C:22]=1[N:21]1[C:17]([C:15]([NH:14][C:3]2[C:4]([C:8]([NH:10][CH:11]([CH3:12])[CH3:13])=[O:9])=[CH:5][CH:6]=[CH:7][C:2]=2[CH3:1])=[O:16])=[CH:18][C:19]([C:32]([F:34])([F:35])[F:33])=[N:20]1, predict the reactants needed to synthesize it. The reactants are: [CH3:1][C:2]1[CH:7]=[CH:6][CH:5]=[C:4]([C:8]([NH:10][CH:11]([CH3:13])[CH3:12])=[O:9])[C:3]=1[NH:14][C:15]([C:17]1[N:21]([C:22]2[CH:31]=[CH:30][CH:29]=[CH:28][C:23]=2[C:24](OC)=[O:25])[N:20]=[C:19]([C:32]([F:35])([F:34])[F:33])[CH:18]=1)=[O:16].[BH4-].[Li+]. (2) Given the product [CH2:18]([N:8]([CH2:1][C:2]1[CH:3]=[CH:4][CH:5]=[CH:6][CH:7]=1)[CH2:9][CH2:10][O:11][C:12]([F:17])([F:16])[C:13]([O:15][CH3:25])=[O:14])[C:19]1[CH:24]=[CH:23][CH:22]=[CH:21][CH:20]=1, predict the reactants needed to synthesize it. The reactants are: [CH2:1]([N:8]([CH2:18][C:19]1[CH:24]=[CH:23][CH:22]=[CH:21][CH:20]=1)[CH2:9][CH2:10][O:11][C:12]([F:17])([F:16])[C:13]([OH:15])=[O:14])[C:2]1[CH:7]=[CH:6][CH:5]=[CH:4][CH:3]=1.[CH3:25][Si](C=[N+]=[N-])(C)C.